Dataset: Reaction yield outcomes from USPTO patents with 853,638 reactions. Task: Predict the reaction yield, written as a fraction of the theoretical maximum amount of product (1.0 means a 100% yield; for example, 0.34 means a 34% yield). (1) The reactants are [CH2:1]([O:8][C:9]([N:11]1[CH2:15][C@@H:14]([S:16][C:17](=O)C)[CH2:13][C@H:12]1[CH2:20][O:21][Si:22]([C:25]([CH3:28])([CH3:27])[CH3:26])([CH3:24])[CH3:23])=[O:10])[C:2]1[CH:7]=[CH:6][CH:5]=[CH:4][CH:3]=1.CI.C[O-].[Na+].CO. The catalyst is CO. The product is [CH2:1]([O:8][C:9]([N:11]1[CH2:15][C@@H:14]([S:16][CH3:17])[CH2:13][C@H:12]1[CH2:20][O:21][Si:22]([C:25]([CH3:28])([CH3:27])[CH3:26])([CH3:24])[CH3:23])=[O:10])[C:2]1[CH:3]=[CH:4][CH:5]=[CH:6][CH:7]=1. The yield is 0.930. (2) The reactants are C([O:3][C:4](=O)[C:5]1[CH:10]=[CH:9][N:8]=[C:7]([C:11](=[O:14])[NH:12][CH3:13])[CH:6]=1)C.[BH4-].[Na+]. The catalyst is C(O)C. The product is [OH:3][CH2:4][C:5]1[CH:10]=[CH:9][N:8]=[C:7]([C:11]([NH:12][CH3:13])=[O:14])[CH:6]=1. The yield is 0.865. (3) The reactants are [N:1]1[CH:6]=[CH:5][CH:4]=[N:3][C:2]=1[CH2:7][O:8][C:9]1[CH:14]=[CH:13][NH:12][C:11](=[O:15])[CH:10]=1.Br[C:17]1[CH:18]=[CH:19][C:20]2[C:21]3[CH2:30][N:29]([C:31]([O:33][C:34]([CH3:37])([CH3:36])[CH3:35])=[O:32])[CH2:28][CH2:27][C:22]=3[N:23]([CH3:26])[C:24]=2[CH:25]=1.OC1C=CC=C2C=1N=CC=C2.C([O-])([O-])=O.[Cs+].[Cs+]. The catalyst is CS(C)=O.[Cu]I. The product is [CH3:26][N:23]1[C:24]2[CH:25]=[C:17]([N:12]3[CH:13]=[CH:14][C:9]([O:8][CH2:7][C:2]4[N:3]=[CH:4][CH:5]=[CH:6][N:1]=4)=[CH:10][C:11]3=[O:15])[CH:18]=[CH:19][C:20]=2[C:21]2[CH2:30][N:29]([C:31]([O:33][C:34]([CH3:37])([CH3:36])[CH3:35])=[O:32])[CH2:28][CH2:27][C:22]1=2. The yield is 0.440. (4) The reactants are [F:1][C:2]1[CH:3]=[C:4]([CH:11]=[CH:12][CH:13]=1)[C:5](N(OC)C)=[O:6].[CH:14]([Mg]Br)=C. The catalyst is C1COCC1. The product is [F:1][C:2]1[CH:3]=[C:4]([C:5](=[O:6])[CH3:14])[CH:11]=[CH:12][CH:13]=1. The yield is 0.750.